Dataset: Catalyst prediction with 721,799 reactions and 888 catalyst types from USPTO. Task: Predict which catalyst facilitates the given reaction. (1) Reactant: [CH2:1]1[O:3][CH2:2]1.[CH3:4][C:5]([CH3:9])([CH3:8])[CH2:6][NH2:7]. Product: [CH3:4][C:5]([CH3:9])([CH3:8])[CH2:6][NH:7][CH2:2][CH2:1][OH:3]. The catalyst class is: 5. (2) Reactant: [Br:1][C:2]1[CH:3]=[C:4]([C:11](=[O:13])C)[CH:5]=[C:6]2[C:10]=1[CH2:9][CH2:8][CH2:7]2.[O-]Cl.[Na+].[OH-].[Na+].S(S([O-])=O)([O-])(=O)=[O:20].[Na+].[Na+]. Product: [Br:1][C:2]1[CH:3]=[C:4]([C:11]([OH:13])=[O:20])[CH:5]=[C:6]2[C:10]=1[CH2:9][CH2:8][CH2:7]2. The catalyst class is: 762. (3) Reactant: [C:1]([O:4][CH2:5][C:6]1[CH:11]=[CH:10][CH:9]=[C:8]([CH2:12][O:13][C:14](=[O:16])[CH3:15])[CH:7]=1)(=[O:3])[CH3:2].C([O-])(=O)C.[Na+].[Br:22]Br.S([O-])([O-])=O.[Na+].[Na+]. Product: [C:1]([O:4][CH2:5][C:6]1[CH:7]=[C:8]([CH2:12][O:13][C:14](=[O:16])[CH3:15])[CH:9]=[CH:10][C:11]=1[Br:22])(=[O:3])[CH3:2]. The catalyst class is: 15. (4) The catalyst class is: 192. Reactant: [O:1]=[C:2]1[C@@H:8]2[C@@H:4]([CH2:5][CH2:6][NH:7]2)[N:3]1[S:9]([OH:12])(=[O:11])=[O:10].C(=O)(O)[O-].[Na+].[CH3:18][N:19]([CH3:37])[CH2:20][CH2:21][N:22]1[CH2:28][CH2:27][CH2:26][C@H:25]([NH:29][C:30](=O)[O:31]C(C)(C)C)[CH2:24][CH2:23]1. Product: [CH3:18][N:19]([CH3:37])[CH2:20][CH2:21][N:22]1[CH2:28][CH2:27][CH2:26][C@H:25]([NH:29][C:30]([N:7]2[CH2:6][CH2:5][C@@H:4]3[C@H:8]2[C:2](=[O:1])[N:3]3[S:9]([OH:12])(=[O:11])=[O:10])=[O:31])[CH2:24][CH2:23]1. (5) Reactant: [OH:1][C:2]1[C:7]2[C:8](=[O:11])[CH2:9][O:10][C:6]=2[CH:5]=[CH:4][CH:3]=1.C(=O)([O-])[O-].[K+].[K+].Br[CH2:19][CH2:20][O:21][CH3:22].Cl. Product: [CH3:22][O:21][CH2:20][CH2:19][O:1][C:2]1[C:7]2[C:8](=[O:11])[CH2:9][O:10][C:6]=2[CH:5]=[CH:4][CH:3]=1. The catalyst class is: 9. (6) Reactant: [H-].[Na+].[CH3:3][C:4]1[CH:5]=[C:6]([CH:20]=[CH:21][CH:22]=1)[C:7]([CH:9]1[C:18](=[O:19])[C:17]2[C:12](=[CH:13][CH:14]=[CH:15][CH:16]=2)[NH:11][CH2:10]1)=[O:8].[CH3:23][C:24]1[CH:25]=[C:26]([CH:29]=[CH:30][CH:31]=1)[CH2:27]Br. Product: [CH3:3][C:4]1[CH:5]=[C:6]([CH:20]=[CH:21][CH:22]=1)[C:7]([C:9]1[C:18](=[O:19])[C:17]2[C:12](=[CH:13][CH:14]=[CH:15][CH:16]=2)[N:11]([CH2:23][C:24]2[CH:31]=[CH:30][CH:29]=[C:26]([CH3:27])[CH:25]=2)[CH:10]=1)=[O:8]. The catalyst class is: 9.